Task: Predict which catalyst facilitates the given reaction.. Dataset: Catalyst prediction with 721,799 reactions and 888 catalyst types from USPTO Reactant: [C:1]([O:4][C@H:5]([CH3:27])[CH2:6][CH2:7][CH2:8][CH2:9][N:10]1[C:19](=[O:20])[C:18]2[N:17]([CH2:21][O:22][CH2:23][CH3:24])[C:16](Br)=[N:15][C:14]=2[N:13]([CH3:26])[C:11]1=[O:12])(=[O:3])[CH3:2].[S-2:28].[Na+].[Na+]. Product: [C:1]([O:4][C@H:5]([CH3:27])[CH2:6][CH2:7][CH2:8][CH2:9][N:10]1[C:19](=[O:20])[C:18]2[N:17]([CH2:21][O:22][CH2:23][CH3:24])[C:16]([SH:28])=[N:15][C:14]=2[N:13]([CH3:26])[C:11]1=[O:12])(=[O:3])[CH3:2]. The catalyst class is: 8.